This data is from Full USPTO retrosynthesis dataset with 1.9M reactions from patents (1976-2016). The task is: Predict the reactants needed to synthesize the given product. (1) Given the product [CH:43]1([NH:46][C:1](=[O:42])[O:2][C@H:3]2[CH2:7][C@H:6]([C:8]3[N:12]4[C:13]5[CH:19]=[CH:18][NH:17][C:14]=5[N:15]=[CH:16][C:11]4=[N:10][N:9]=3)[C@H:5]([CH2:30][CH3:31])[CH2:4]2)[CH2:45][CH2:44]1, predict the reactants needed to synthesize it. The reactants are: [C:1](=[O:42])(OC1C=CC([N+]([O-])=O)=CC=1)[O:2][C@H:3]1[CH2:7][C@H:6]([C:8]2[N:12]3[C:13]4[CH:19]=[CH:18][N:17](S(C5C=CC(C)=CC=5)(=O)=O)[C:14]=4[N:15]=[CH:16][C:11]3=[N:10][N:9]=2)[C@H:5]([CH2:30][CH3:31])[CH2:4]1.[CH:43]1([NH2:46])[CH2:45][CH2:44]1.[OH-].[Na+]. (2) Given the product [CH3:21][N:3]1[C:4](=[O:18])[CH2:5][CH2:6][CH:7]([N:8]2[C:12](=[O:13])[C:11]3=[CH:14][S:15][CH:16]=[C:10]3[C:9]2=[O:17])[C:2]1=[O:1], predict the reactants needed to synthesize it. The reactants are: [O:1]=[C:2]1[CH:7]([N:8]2[C:12](=[O:13])[C:11]3=[CH:14][S:15][CH:16]=[C:10]3[C:9]2=[O:17])[CH2:6][CH2:5][C:4](=[O:18])[NH:3]1.[H-].[Na+].[CH3:21]I.O. (3) Given the product [Cl:8][C:9]1[CH:14]=[CH:13][CH:12]=[CH:11][C:10]=1[CH2:15][N:16]([CH2:27][C:23]1[N:22]([C:18]2[S:17][CH:2]=[CH:3][N:19]=2)[CH:26]=[CH:25][CH:24]=1)[CH2:27][C:23]1[N:22]([C:18]2[S:17][CH:21]=[CH:20][N:19]=2)[CH:26]=[CH:25][CH:24]=1, predict the reactants needed to synthesize it. The reactants are: F[C:2](F)(F)[C:3]([O-])=O.[Cl:8][C:9]1[CH:14]=[CH:13][CH:12]=[CH:11][C:10]=1[CH2:15][NH2:16].[S:17]1[CH:21]=[CH:20][N:19]=[C:18]1[N:22]1[CH:26]=[CH:25][CH:24]=[C:23]1[CH:27]=O. (4) Given the product [CH:1]([O:4][C:5]1[CH:48]=[C:47]([CH3:49])[CH:46]=[CH:45][C:6]=1[C:7]([NH:9][C:10]1[CH:11]=[C:12]2[C:17](=[CH:18][CH:19]=1)[CH2:16][N:15]([CH2:20][C:21]1[N:25]=[CH:24][NH:23][N:22]=1)[CH2:14][CH2:13]2)=[O:8])([CH3:3])[CH3:2], predict the reactants needed to synthesize it. The reactants are: [CH:1]([O:4][C:5]1[CH:48]=[C:47]([CH3:49])[CH:46]=[CH:45][C:6]=1[C:7]([NH:9][C:10]1[CH:11]=[C:12]2[C:17](=[CH:18][CH:19]=1)[CH2:16][N:15]([CH2:20][C:21]1[N:25]=[CH:24][N:23](C(C3C=CC=CC=3)(C3C=CC=CC=3)C3C=CC=CC=3)[N:22]=1)[CH2:14][CH2:13]2)=[O:8])([CH3:3])[CH3:2].Cl.O.C(=O)(O)[O-].[Na+]. (5) Given the product [Br:8][C:5]1[CH:6]=[CH:7][C:2]([S:15]([CH3:9])(=[O:17])=[O:14])=[N:3][CH:4]=1, predict the reactants needed to synthesize it. The reactants are: Br[C:2]1[CH:7]=[CH:6][C:5]([Br:8])=[CH:4][N:3]=1.[CH3:9][S-].[Na+].O.O[O:14][S:15]([O-:17])=O.[K+]. (6) Given the product [N:13]1([C:10]([C:3]2[C:4]3[C:9](=[CH:8][CH:7]=[CH:6][CH:5]=3)[NH:1][CH:2]=2)=[O:12])[CH2:18][CH2:17][CH2:16][C@@H:15]2[C:19]3[CH:20]=[CH:21][CH:22]=[CH:23][C:24]=3[CH2:25][C@H:14]12, predict the reactants needed to synthesize it. The reactants are: [NH:1]1[C:9]2[C:4](=[CH:5][CH:6]=[CH:7][CH:8]=2)[C:3]([C:10]([OH:12])=O)=[CH:2]1.[NH:13]1[CH2:18][CH2:17][CH2:16][C@@H:15]2[C:19]3[CH:20]=[CH:21][CH:22]=[CH:23][C:24]=3[CH2:25][C@H:14]12.F[P-](F)(F)(F)(F)F.N1(OC(N(C)C)=[N+](C)C)C2N=CC=CC=2N=N1.